From a dataset of Forward reaction prediction with 1.9M reactions from USPTO patents (1976-2016). Predict the product of the given reaction. (1) Given the reactants [CH2:1]([C@H:8]([NH:39][C:40](=[O:46])[O:41][C:42]([CH3:45])([CH3:44])[CH3:43])[C@@H:9]([O:31][Si:32]([C:35]([CH3:38])([CH3:37])[CH3:36])([CH3:34])[CH3:33])[CH2:10][C@@H:11]([NH:20][C:21]([O:23][CH2:24][C:25]1[CH:30]=[CH:29][CH:28]=[CH:27][CH:26]=1)=[O:22])[CH2:12][C:13]1[CH:18]=[CH:17][C:16](Br)=[CH:15][CH:14]=1)[C:2]1[CH:7]=[CH:6][CH:5]=[CH:4][CH:3]=1.[Li+].[Cl-].C([Sn](CCCC)(CCCC)[C:54]1[N:59]=[C:58]([O:60][CH3:61])[CH:57]=[CH:56][CH:55]=1)CCC, predict the reaction product. The product is: [C:42]([O:41][C:40]([NH:39][C@@H:8]([CH2:1][C:2]1[CH:7]=[CH:6][CH:5]=[CH:4][CH:3]=1)[C@@H:9]([O:31][Si:32]([C:35]([CH3:38])([CH3:37])[CH3:36])([CH3:33])[CH3:34])[CH2:10][C@@H:11]([NH:20][C:21](=[O:22])[O:23][CH2:24][C:25]1[CH:26]=[CH:27][CH:28]=[CH:29][CH:30]=1)[CH2:12][C:13]1[CH:14]=[CH:15][C:16]([C:54]2[CH:55]=[CH:56][CH:57]=[C:58]([O:60][CH3:61])[N:59]=2)=[CH:17][CH:18]=1)=[O:46])([CH3:43])([CH3:44])[CH3:45]. (2) Given the reactants [CH2:1]([C:5]1[C:9]([CH2:10][CH2:11][CH2:12][OH:13])=[CH:8][N:7]([C:14]2[CH:19]=[CH:18][C:17]([C:20]([F:23])([F:22])[F:21])=[CH:16][N:15]=2)[N:6]=1)[CH2:2][CH2:3][CH3:4].O[C:25]1[C:29]([CH2:30][C:31]([O:33]C)=[O:32])=[CH:28][N:27]([CH3:35])[N:26]=1.C(P(CCCC)CCCC)CCC.N(C(N1CCCCC1)=O)=NC(N1CCCCC1)=O, predict the reaction product. The product is: [CH2:1]([C:5]1[C:9]([CH2:10][CH2:11][CH2:12][O:13][C:25]2[C:29]([CH2:30][C:31]([OH:33])=[O:32])=[CH:28][N:27]([CH3:35])[N:26]=2)=[CH:8][N:7]([C:14]2[CH:19]=[CH:18][C:17]([C:20]([F:21])([F:22])[F:23])=[CH:16][N:15]=2)[N:6]=1)[CH2:2][CH2:3][CH3:4].